Dataset: NCI-60 drug combinations with 297,098 pairs across 59 cell lines. Task: Regression. Given two drug SMILES strings and cell line genomic features, predict the synergy score measuring deviation from expected non-interaction effect. (1) Drug 1: C1=NC(=NC(=O)N1C2C(C(C(O2)CO)O)O)N. Drug 2: CN(CCCl)CCCl.Cl. Cell line: NCIH23. Synergy scores: CSS=37.3, Synergy_ZIP=-7.56, Synergy_Bliss=0.161, Synergy_Loewe=1.77, Synergy_HSA=2.84. (2) Drug 1: CC1=C(N=C(N=C1N)C(CC(=O)N)NCC(C(=O)N)N)C(=O)NC(C(C2=CN=CN2)OC3C(C(C(C(O3)CO)O)O)OC4C(C(C(C(O4)CO)O)OC(=O)N)O)C(=O)NC(C)C(C(C)C(=O)NC(C(C)O)C(=O)NCCC5=NC(=CS5)C6=NC(=CS6)C(=O)NCCC[S+](C)C)O. Drug 2: N.N.Cl[Pt+2]Cl. Cell line: SN12C. Synergy scores: CSS=41.3, Synergy_ZIP=-8.87, Synergy_Bliss=-5.89, Synergy_Loewe=-2.25, Synergy_HSA=0.419. (3) Drug 2: COC1=NC(=NC2=C1N=CN2C3C(C(C(O3)CO)O)O)N. Cell line: NCI-H226. Synergy scores: CSS=11.9, Synergy_ZIP=0.575, Synergy_Bliss=5.84, Synergy_Loewe=-3.62, Synergy_HSA=4.86. Drug 1: C1CCC(CC1)NC(=O)N(CCCl)N=O. (4) Drug 1: CNC(=O)C1=CC=CC=C1SC2=CC3=C(C=C2)C(=NN3)C=CC4=CC=CC=N4. Drug 2: COC1=CC(=CC(=C1O)OC)C2C3C(COC3=O)C(C4=CC5=C(C=C24)OCO5)OC6C(C(C7C(O6)COC(O7)C8=CC=CS8)O)O. Cell line: EKVX. Synergy scores: CSS=23.6, Synergy_ZIP=-4.45, Synergy_Bliss=-0.512, Synergy_Loewe=-3.38, Synergy_HSA=0.477. (5) Drug 1: CC12CCC3C(C1CCC2=O)CC(=C)C4=CC(=O)C=CC34C. Drug 2: C1=CN(C=N1)CC(O)(P(=O)(O)O)P(=O)(O)O. Cell line: NCI/ADR-RES. Synergy scores: CSS=1.51, Synergy_ZIP=-14.9, Synergy_Bliss=-30.3, Synergy_Loewe=-29.3, Synergy_HSA=-29.7. (6) Drug 1: C1=CC(=CC=C1CCC2=CNC3=C2C(=O)NC(=N3)N)C(=O)NC(CCC(=O)O)C(=O)O. Drug 2: B(C(CC(C)C)NC(=O)C(CC1=CC=CC=C1)NC(=O)C2=NC=CN=C2)(O)O. Cell line: OVCAR-8. Synergy scores: CSS=18.4, Synergy_ZIP=-1.25, Synergy_Bliss=-4.27, Synergy_Loewe=-4.54, Synergy_HSA=-4.03.